From a dataset of Forward reaction prediction with 1.9M reactions from USPTO patents (1976-2016). Predict the product of the given reaction. (1) Given the reactants [CH2:1]([N:3]1[C:7]2[CH:8]=[CH:9][C:10]([NH2:12])=[CH:11][C:6]=2[N:5]=[C:4]1[CH2:13][N:14]1[CH:18]=[CH:17][N:16]=[C:15]1[C:19]1[CH:24]=[C:23]([F:25])[CH:22]=[CH:21][C:20]=1[F:26])[CH3:2].N([O-])=O.[Na+].[N-:31]=[N+:32]=[N-].[Na+], predict the reaction product. The product is: [CH2:1]([N:3]1[C:7]2[CH:8]=[CH:9][C:10]([N:12]=[N+:31]=[N-:32])=[CH:11][C:6]=2[N:5]=[C:4]1[CH2:13][N:14]1[CH:18]=[CH:17][N:16]=[C:15]1[C:19]1[CH:24]=[C:23]([F:25])[CH:22]=[CH:21][C:20]=1[F:26])[CH3:2]. (2) Given the reactants [C:1]([C:3]1[C:4]([C:18]2[CH:23]=[CH:22][C:21]([N+:24]([O-:26])=[O:25])=[CH:20][CH:19]=2)=[N:5][S:6][C:7]=1[NH:8][C:9](=[O:17])OC1C=CC=CC=1)#[N:2].[CH3:27][O:28][CH2:29][CH2:30][CH2:31][NH2:32], predict the reaction product. The product is: [C:1]([C:3]1[C:4]([C:18]2[CH:19]=[CH:20][C:21]([N+:24]([O-:26])=[O:25])=[CH:22][CH:23]=2)=[N:5][S:6][C:7]=1[NH:8][C:9]([NH:32][CH2:31][CH2:30][CH2:29][O:28][CH3:27])=[O:17])#[N:2].